This data is from Reaction yield outcomes from USPTO patents with 853,638 reactions. The task is: Predict the reaction yield, written as a fraction of the theoretical maximum amount of product (1.0 means a 100% yield; for example, 0.34 means a 34% yield). (1) The product is [Br:3][C:4]1[C:5](=[O:1])[C:6]2[C:14](=[CH:15][CH:16]=1)[C:13]1[C:8](=[CH:9][C:10]([Br:17])=[CH:11][CH:12]=1)[CH:7]=2. The yield is 0.874. The catalyst is [Cl-].[NH4+].[NH4+].[NH4+].[NH4+].[Cl-].[Cl-].[Cl-].C1(C)C=CC=CC=1. The reactants are [O:1]=O.[Br:3][C:4]1[CH:16]=[CH:15][C:14]2[C:13]3[C:8](=[CH:9][C:10]([Br:17])=[CH:11][CH:12]=3)[CH2:7][C:6]=2[CH:5]=1.[OH-].[Na+]. (2) The reactants are [CH3:1][O:2][C:3]1[CH:8]=[C:7]([O:9][CH3:10])[CH:6]=[CH:5][C:4]=1Br.C([Li])CCC.[I-].[CH3:18][N+:19]1[CH:24]=[CH:23][C:22]([CH3:25])=[CH:21][CH:20]=1. The catalyst is C(OCC)C.O. The product is [CH3:1][O:2][C:3]1[CH:8]=[C:7]([O:9][CH3:10])[CH:6]=[CH:5][C:4]=1[CH:24]1[CH:23]=[C:22]([CH3:25])[CH:21]=[CH:20][N:19]1[CH3:18]. The yield is 0.930. (3) The reactants are [OH-].[K+].C(=O)(OC)[O:4][C:5]1[CH:10]=[C:9]([N+:11]([O-:13])=[O:12])[C:8]([C:14]([CH3:17])([CH3:16])[CH3:15])=[CH:7][C:6]=1[Cl:18].Cl. The catalyst is CO. The product is [C:14]([C:8]1[C:9]([N+:11]([O-:13])=[O:12])=[CH:10][C:5]([OH:4])=[C:6]([Cl:18])[CH:7]=1)([CH3:17])([CH3:15])[CH3:16]. The yield is 0.680.